Dataset: Reaction yield outcomes from USPTO patents with 853,638 reactions. Task: Predict the reaction yield, written as a fraction of the theoretical maximum amount of product (1.0 means a 100% yield; for example, 0.34 means a 34% yield). (1) The reactants are [N:1]1[C:10]2[C:5](=[CH:6][C:7]([CH2:11][N:12]3[C:16]4=[N:17][C:18]([C:21]5[CH:29]=[CH:28][C:24]([C:25](O)=[O:26])=[CH:23][CH:22]=5)=[CH:19][CH:20]=[C:15]4[N:14]=[N:13]3)=[CH:8][CH:9]=2)[CH:4]=[CH:3][CH:2]=1.C(N(C(C)C)C(C)C)C.CN(C(ON1N=NC2C=CC=NC1=2)=[N+](C)C)C.F[P-](F)(F)(F)(F)F.[N:63]1([CH2:69][CH2:70][NH2:71])[CH2:68][CH2:67][CH2:66][CH2:65][CH2:64]1. The catalyst is CN(C=O)C.O. The product is [N:63]1([CH2:69][CH2:70][NH:71][C:25](=[O:26])[C:24]2[CH:23]=[CH:22][C:21]([C:18]3[N:17]=[C:16]4[N:12]([CH2:11][C:7]5[CH:6]=[C:5]6[C:10](=[CH:9][CH:8]=5)[N:1]=[CH:2][CH:3]=[CH:4]6)[N:13]=[N:14][C:15]4=[CH:20][CH:19]=3)=[CH:29][CH:28]=2)[CH2:68][CH2:67][CH2:66][CH2:65][CH2:64]1. The yield is 0.520. (2) The reactants are [CH3:1][O:2][C:3]1[CH:4]=[C:5]2[C:10](=[CH:11][C:12]=1[O:13][CH2:14][CH2:15][NH:16][CH3:17])[N:9]=[CH:8][N:7]([CH2:18][O:19][C:20](=[O:25])[C:21]([CH3:24])([CH3:23])[CH3:22])[C:6]2=[O:26].ClC1[CH:33]=[C:32]([CH3:34])[N:31]=[CH:30][N:29]=1.[CH:35](N(CC)C(C)C)(C)C. No catalyst specified. The product is [CH3:1][O:2][C:3]1[CH:4]=[C:5]2[C:10](=[CH:11][C:12]=1[O:13][CH2:14][CH2:15][N:16]([CH3:35])[C:17]1[CH:33]=[C:32]([CH3:34])[N:31]=[CH:30][N:29]=1)[N:9]=[CH:8][N:7]([CH2:18][O:19][C:20](=[O:25])[C:21]([CH3:23])([CH3:22])[CH3:24])[C:6]2=[O:26]. The yield is 0.800.